Task: Binary Classification. Given a drug SMILES string, predict its activity (active/inactive) in a high-throughput screening assay against a specified biological target.. Dataset: HIV replication inhibition screening data with 41,000+ compounds from the AIDS Antiviral Screen The compound is N#CC(=CN1C(=O)CC(=O)NC1=S)c1cccc(Cl)c1. The result is 0 (inactive).